Dataset: Forward reaction prediction with 1.9M reactions from USPTO patents (1976-2016). Task: Predict the product of the given reaction. (1) Given the reactants [NH:1]1[CH:5]=[CH:4][CH:3]=[CH:2]1.Br[C:7]1[CH:12]=[CH:11][C:10]([C:13](=[O:16])[CH2:14][CH3:15])=[CH:9][CH:8]=1.P([O-])([O-])([O-])=O.[K+].[K+].[K+].C(OCC)(=O)C, predict the reaction product. The product is: [N:1]1([C:7]2[CH:12]=[CH:11][C:10]([C:13](=[O:16])[CH2:14][CH3:15])=[CH:9][CH:8]=2)[CH:5]=[CH:4][CH:3]=[CH:2]1. (2) Given the reactants [F:1][C:2]1[CH:3]=[C:4]2[C:8](=[CH:9][CH:10]=1)[NH:7][C:6](=[O:11])/[C:5]/2=[CH:12]\[C:13]1[CH:18]=[CH:17][CH:16]=[C:15]([Cl:19])[CH:14]=1.[F:20][C:21]1[CH:22]=[CH:23][C:24]([CH3:36])=[C:25]([CH:27]=[N:28][C:29]([O:31][Si](C)(C)C)=[CH2:30])[CH:26]=1, predict the reaction product. The product is: [Cl:19][C:15]1[CH:14]=[C:13]([CH:12]2[CH2:30][C:29](=[O:31])[NH:28][CH:27]([C:25]3[CH:26]=[C:21]([F:20])[CH:22]=[CH:23][C:24]=3[CH3:36])[C:5]32[C:4]2[C:8](=[CH:9][CH:10]=[C:2]([F:1])[CH:3]=2)[NH:7][C:6]3=[O:11])[CH:18]=[CH:17][CH:16]=1. (3) Given the reactants [CH2:1]([O:8][C:9]1[C:10](=[O:29])[CH:11]=[C:12]([CH2:17][NH:18][S:19]([C:22]2[CH:27]=[CH:26][CH:25]=[CH:24][C:23]=2[CH3:28])(=[O:21])=[O:20])[O:13][C:14]=1[CH:15]=[O:16])[C:2]1[CH:7]=[CH:6][CH:5]=[CH:4][CH:3]=1.C1(S(C(N)C2OC(C(O)=O)=C(OCC3C=CC=CC=3)C(=O)C=2)(=O)=[O:37])C=CC=CC=1, predict the reaction product. The product is: [CH2:1]([O:8][C:9]1[C:10](=[O:29])[CH:11]=[C:12]([CH2:17][NH:18][S:19]([C:22]2[C:23]([CH3:28])=[CH:24][CH:25]=[CH:26][CH:27]=2)(=[O:21])=[O:20])[O:13][C:14]=1[C:15]([OH:37])=[O:16])[C:2]1[CH:3]=[CH:4][CH:5]=[CH:6][CH:7]=1. (4) Given the reactants [NH3:1].[N:2]([C:5]1[CH:10]=[CH:9][C:8]([N:11]2[CH:15]=[N:14][C:13]([CH3:16])=[N:12]2)=[C:7]([O:17][CH3:18])[CH:6]=1)=[C:3]=[S:4], predict the reaction product. The product is: [CH3:18][O:17][C:7]1[CH:6]=[C:5]([NH:2][C:3]([NH2:1])=[S:4])[CH:10]=[CH:9][C:8]=1[N:11]1[CH:15]=[N:14][C:13]([CH3:16])=[N:12]1. (5) Given the reactants [CH3:1][C:2]1[CH:3]=[C:4]([CH:8]([C:10]2[CH:15]=[CH:14][C:13]([CH3:16])=[CH:12][N:11]=2)[OH:9])[O:5][C:6]=1[CH3:7], predict the reaction product. The product is: [CH3:1][C:2]1[CH:3]=[C:4]([C:8]([C:10]2[CH:15]=[CH:14][C:13]([CH3:16])=[CH:12][N:11]=2)=[O:9])[O:5][C:6]=1[CH3:7]. (6) Given the reactants [OH:1][C:2]1([CH3:19])[C:7](=[O:8])[CH2:6][CH:5]([C:9]2[CH:14]=[CH:13][N:12]=[CH:11][C:10]=2[N+:15]([O-:17])=[O:16])[O:4][CH:3]1[CH3:18].Cl[Si:21]([CH3:24])([CH3:23])[CH3:22].[CH3:25][Si:26]([N-][Si:26]([CH3:28])([CH3:27])[CH3:25])([CH3:28])[CH3:27].[K+].C(=O)(O)[O-].[Na+], predict the reaction product. The product is: [CH3:19][C:2]1([O:1][Si:26]([CH3:28])([CH3:27])[CH3:25])[CH:3]([CH3:18])[O:4][CH:5]([C:9]2[CH:14]=[CH:13][N:12]=[CH:11][C:10]=2[N+:15]([O-:17])=[O:16])[CH:6]=[C:7]1[O:8][Si:21]([CH3:24])([CH3:23])[CH3:22].